From a dataset of Forward reaction prediction with 1.9M reactions from USPTO patents (1976-2016). Predict the product of the given reaction. (1) Given the reactants Br[C:2]1[CH:7]=[CH:6][CH:5]=[CH:4][C:3]=1[CH:8]1[CH2:10][CH:9]1[C:11]1([CH3:14])[CH2:13][CH2:12]1.[NH3:15], predict the reaction product. The product is: [CH3:14][C:11]1([CH:9]2[CH2:10][CH:8]2[C:3]2[CH:4]=[CH:5][CH:6]=[CH:7][C:2]=2[NH2:15])[CH2:13][CH2:12]1. (2) Given the reactants [CH:1]1([CH2:4][O:5][C:6]2[CH:11]=[CH:10][C:9]([F:12])=[CH:8][C:7]=2[C:13]2[CH:18]=[CH:17][N:16]=[C:15]3[C:19]([C:31]([OH:33])=O)=[C:20]([CH3:30])[N:21]([CH2:22][O:23][CH2:24][CH2:25][Si:26]([CH3:29])([CH3:28])[CH3:27])[C:14]=23)[CH2:3][CH2:2]1.[NH2:34][C@@H:35]1[CH2:40][CH2:39][C@H:38]([NH:41][C:42](=[O:48])[O:43][C:44]([CH3:47])([CH3:46])[CH3:45])[CH2:37][CH2:36]1, predict the reaction product. The product is: [CH:1]1([CH2:4][O:5][C:6]2[CH:11]=[CH:10][C:9]([F:12])=[CH:8][C:7]=2[C:13]2[CH:18]=[CH:17][N:16]=[C:15]3[C:19]([C:31]([NH:34][C@@H:35]4[CH2:40][CH2:39][C@H:38]([NH:41][C:42](=[O:48])[O:43][C:44]([CH3:46])([CH3:45])[CH3:47])[CH2:37][CH2:36]4)=[O:33])=[C:20]([CH3:30])[N:21]([CH2:22][O:23][CH2:24][CH2:25][Si:26]([CH3:28])([CH3:29])[CH3:27])[C:14]=23)[CH2:3][CH2:2]1. (3) Given the reactants C1C=CC=CC=1.[CH2:7]([O:10][C:11]1[C:12]([NH2:21])=[CH:13][C:14]2[C:19]([CH:20]=1)=[CH:18][CH:17]=[CH:16][CH:15]=2)[CH2:8][CH3:9].[C:22]([CH:25]([C:31]1[CH:36]=[CH:35][C:34]([O:37][CH3:38])=[CH:33][CH:32]=1)[C:26](OCC)=[O:27])(=O)[CH3:23].C(OCC)(=O)C, predict the reaction product. The product is: [CH3:38][O:37][C:34]1[CH:35]=[CH:36][C:31]([C:25]2[C:26](=[O:27])[C:13]3[C:14]4[CH:15]=[CH:16][CH:17]=[CH:18][C:19]=4[CH:20]=[C:11]([O:10][CH2:7][CH2:8][CH3:9])[C:12]=3[NH:21][C:22]=2[CH3:23])=[CH:32][CH:33]=1. (4) Given the reactants [H][H].[O:3]=[C:4]1[CH:9]([N:10]2[C:19](=[O:20])[C:18]3[C:13](=[CH:14][CH:15]=[CH:16][C:17]=3[NH:21]C=O)[N:12]=[C:11]2[CH3:24])[CH2:8][CH2:7][C:6](=[O:25])[NH:5]1, predict the reaction product. The product is: [NH2:21][C:17]1[CH:16]=[CH:15][CH:14]=[C:13]2[C:18]=1[C:19](=[O:20])[N:10]([CH:9]1[CH2:8][CH2:7][C:6](=[O:25])[NH:5][C:4]1=[O:3])[C:11]([CH3:24])=[N:12]2. (5) Given the reactants Cl.[Cl:2][C:3]1[CH:8]=[CH:7][C:6]([C@@H:9]([C:21]2[CH:26]=[CH:25][C:24]([CH:27]3[CH2:32][CH2:31][N:30](C(OC(C)(C)C)=O)[CH2:29][CH2:28]3)=[CH:23][CH:22]=2)[CH2:10]/[C:11](=[N:19]\[OH:20])/[C:12]2[CH:17]=[CH:16][N:15]=[C:14]([CH3:18])[CH:13]=2)=[C:5]([CH3:40])[CH:4]=1, predict the reaction product. The product is: [Cl:2][C:3]1[CH:8]=[CH:7][C:6]([C@@H:9]([C:21]2[CH:22]=[CH:23][C:24]([CH:27]3[CH2:28][CH2:29][NH:30][CH2:31][CH2:32]3)=[CH:25][CH:26]=2)[CH2:10]/[C:11](/[C:12]2[CH:17]=[CH:16][N:15]=[C:14]([CH3:18])[CH:13]=2)=[N:19]\[OH:20])=[C:5]([CH3:40])[CH:4]=1. (6) Given the reactants CCN=C=NCCCN(C)C.Cl.[F:13][C:14]([F:39])([F:38])[C:15]1[CH:16]=[C:17]([CH:31]=[C:32]([C:34]([F:37])([F:36])[F:35])[CH:33]=1)[CH2:18][N:19]1[C:23]([O:24][CH2:25][CH2:26][CH3:27])=[C:22]([C:28]([OH:30])=O)[N:21]=[N:20]1.[Cl:40][C:41]1[CH:49]=[CH:48][CH:47]=[CH:46][C:42]=1[CH2:43][NH:44][CH3:45], predict the reaction product. The product is: [Cl:40][C:41]1[CH:49]=[CH:48][CH:47]=[CH:46][C:42]=1[CH2:43][N:44]([CH3:45])[C:28]([C:22]1[N:21]=[N:20][N:19]([CH2:18][C:17]2[CH:16]=[C:15]([C:14]([F:38])([F:39])[F:13])[CH:33]=[C:32]([C:34]([F:35])([F:37])[F:36])[CH:31]=2)[C:23]=1[O:24][CH2:25][CH2:26][CH3:27])=[O:30]. (7) Given the reactants [CH2:1]([O:8][CH:9]1[CH2:14][CH2:13][CH:12]([C:15]([OH:17])=O)[CH2:11][CH2:10]1)[C:2]1[CH:7]=[CH:6][CH:5]=[CH:4][CH:3]=1.C([N:20](CC)CC)C.ClC(OCC)=O, predict the reaction product. The product is: [CH2:1]([O:8][CH:9]1[CH2:14][CH2:13][CH:12]([C:15]([NH2:20])=[O:17])[CH2:11][CH2:10]1)[C:2]1[CH:7]=[CH:6][CH:5]=[CH:4][CH:3]=1. (8) Given the reactants C[O:2][C:3]1[CH:12]=[C:11]2[C:6]([C@H:7]([C:21]3[CH:26]=[CH:25][C:24]([O:27][CH2:28][CH2:29][CH2:30][N:31]4[CH2:36][CH2:35][CH2:34][CH2:33][CH2:32]4)=[CH:23][CH:22]=3)[C@H:8]([C:13]3[CH:18]=[CH:17][CH:16]=[C:15]([O:19]C)[CH:14]=3)[CH2:9][O:10]2)=[CH:5][CH:4]=1.Cl.N1C=CC=CC=1, predict the reaction product. The product is: [OH:2][C:3]1[CH:12]=[C:11]2[C:6]([C@H:7]([C:21]3[CH:26]=[CH:25][C:24]([O:27][CH2:28][CH2:29][CH2:30][N:31]4[CH2:32][CH2:33][CH2:34][CH2:35][CH2:36]4)=[CH:23][CH:22]=3)[C@H:8]([C:13]3[CH:18]=[CH:17][CH:16]=[C:15]([OH:19])[CH:14]=3)[CH2:9][O:10]2)=[CH:5][CH:4]=1. (9) Given the reactants [CH:1]1([N:4]([CH:18]2[CH2:23][CH2:22][NH:21][CH2:20][CH2:19]2)[S:5]([C:8]2[CH:13]=[CH:12][CH:11]=[C:10]([C:14]([F:17])([F:16])[F:15])[CH:9]=2)(=[O:7])=[O:6])[CH2:3][CH2:2]1.[CH:24]1[CH:25]=[CH:26][C:27]2[N:32]([OH:33])N=N[C:28]=2[CH:29]=1.CCN=C=NCCCN(C)C.[N+]([O:48][C:49](=O)C1C=CC=CC=1)([O-])=O.CN(C=[O:61])C, predict the reaction product. The product is: [CH:1]1([N:4]([CH:18]2[CH2:23][CH2:22][N:21]([C:49](=[O:48])[C:28]3[CH:29]=[CH:24][CH:25]=[CH:26][C:27]=3[N+:32]([O-:33])=[O:61])[CH2:20][CH2:19]2)[S:5]([C:8]2[CH:13]=[CH:12][CH:11]=[C:10]([C:14]([F:17])([F:15])[F:16])[CH:9]=2)(=[O:6])=[O:7])[CH2:3][CH2:2]1. (10) Given the reactants O.[OH-].[Li+].C([O:6][C:7](=[O:22])[CH2:8][N:9]1[C:13]([C:14]([F:17])([F:16])[F:15])=[CH:12][C:11]([C:18]([CH3:21])([CH3:20])[CH3:19])=[N:10]1)C, predict the reaction product. The product is: [C:18]([C:11]1[CH:12]=[C:13]([C:14]([F:17])([F:15])[F:16])[N:9]([CH2:8][C:7]([OH:22])=[O:6])[N:10]=1)([CH3:21])([CH3:19])[CH3:20].